From a dataset of Peptide-MHC class I binding affinity with 185,985 pairs from IEDB/IMGT. Regression. Given a peptide amino acid sequence and an MHC pseudo amino acid sequence, predict their binding affinity value. This is MHC class I binding data. (1) The binding affinity (normalized) is 0.0847. The MHC is HLA-A02:03 with pseudo-sequence HLA-A02:03. The peptide sequence is YIITCCLFA. (2) The peptide sequence is YIIPCILIL. The MHC is HLA-A02:11 with pseudo-sequence HLA-A02:11. The binding affinity (normalized) is 0.493. (3) The peptide sequence is NETTQALQL. The MHC is HLA-B39:01 with pseudo-sequence HLA-B39:01. The binding affinity (normalized) is 0.0847. (4) The peptide sequence is GMAEDLQSL. The MHC is HLA-A02:06 with pseudo-sequence HLA-A02:06. The binding affinity (normalized) is 0.936.